From a dataset of Forward reaction prediction with 1.9M reactions from USPTO patents (1976-2016). Predict the product of the given reaction. (1) Given the reactants [Si:1]([O:8]CC(=O)C)([C:4]([CH3:7])([CH3:6])[CH3:5])([CH3:3])[CH3:2].Cl.CNC.[C-]#N.[K+].[CH3:20][N:21]([CH3:29])[C:22]1([C:27]#[N:28])[CH2:26]CC[CH2:23]1, predict the reaction product. The product is: [CH3:29][N:21]([CH3:20])[C:22]([CH3:23])([CH2:26][O:8][Si:1]([C:4]([CH3:7])([CH3:6])[CH3:5])([CH3:3])[CH3:2])[C:27]#[N:28]. (2) Given the reactants [F:1][C:2]1[CH:7]=[CH:6][C:5]([CH:8]=[CH:9][C:10]([C:12]2[CH:17]=[CH:16][C:15]([C:18]([F:21])([F:20])[F:19])=[CH:14][CH:13]=2)=[O:11])=[CH:4][CH:3]=1, predict the reaction product. The product is: [F:1][C:2]1[CH:3]=[CH:4][C:5]([CH2:8][CH2:9][C:10]([C:12]2[CH:17]=[CH:16][C:15]([C:18]([F:19])([F:20])[F:21])=[CH:14][CH:13]=2)=[O:11])=[CH:6][CH:7]=1. (3) The product is: [CH:26]1([CH2:25][CH:15]([CH2:16][C:17]([N:19]2[CH2:20][CH2:21][O:22][CH2:23][CH2:24]2)=[O:18])[C:14]([OH:32])=[O:33])[CH2:27][CH2:28][CH2:29][CH2:30][CH2:31]1. Given the reactants C(C1COC(=O)N1[C:14](=[O:32])[CH:15]([CH2:25][CH:26]1[CH2:31][CH2:30][CH2:29][CH2:28][CH2:27]1)[CH2:16][C:17]([N:19]1[CH2:24][CH2:23][O:22][CH2:21][CH2:20]1)=[O:18])C1C=CC=CC=1.[OH:33]O.[Li+].[OH-], predict the reaction product. (4) Given the reactants [CH3:1][C:2]1[C:10]2[O:9][CH:8]=[CH:7][C:6]=2[CH:5]=[C:4]([OH:11])[CH:3]=1.[CH3:12][C:13]([Si:16](Cl)([CH3:18])[CH3:17])([CH3:15])[CH3:14].N1C=CN=C1, predict the reaction product. The product is: [C:13]([Si:16]([CH3:18])([CH3:17])[O:11][C:4]1[CH:3]=[C:2]([CH3:1])[C:10]2[O:9][CH:8]=[CH:7][C:6]=2[CH:5]=1)([CH3:15])([CH3:14])[CH3:12]. (5) Given the reactants [F:1][C:2]1[C:7]2[N:8]([CH3:18])[C:9](=[O:17])[C:10]3[C:15]([C:6]=2[CH:5]=[CH:4][C:3]=1[O:19][CH2:20][C@@H:21]([NH:26][C:27](=[O:33])[O:28][C:29]([CH3:32])([CH3:31])[CH3:30])[CH2:22][CH:23]([CH3:25])[CH3:24])=[CH:14][CH:13]=[N:12][C:11]=3[CH3:16].C1C(=O)N([Cl:41])C(=O)C1, predict the reaction product. The product is: [Cl:41][C:4]1[C:3]([O:19][CH2:20][C@@H:21]([NH:26][C:27](=[O:33])[O:28][C:29]([CH3:31])([CH3:30])[CH3:32])[CH2:22][CH:23]([CH3:25])[CH3:24])=[C:2]([F:1])[C:7]2[N:8]([CH3:18])[C:9](=[O:17])[C:10]3[C:15]([C:6]=2[CH:5]=1)=[CH:14][CH:13]=[N:12][C:11]=3[CH3:16]. (6) Given the reactants [C:1]([C:3]1[C:8]([O:9][CH3:10])=[CH:7][C:6]2[O:11][CH2:12][C:13]3[C:17]([C:18](O)=[O:19])=[N:16][N:15]([C:21]4[CH:25]=[CH:24][S:23][CH:22]=4)[C:14]=3[C:5]=2[CH:4]=1)#[N:2].C(Cl)Cl.C(P1(=O)OP(=O)(CCC)OP(=O)(CCC)O1)CC.[CH3:47][C:48]1([CH3:54])[CH2:53][O:52][CH2:51][CH2:50][NH:49]1.C(N(C(C)C)C(C)C)C, predict the reaction product. The product is: [CH3:47][C:48]1([CH3:54])[CH2:53][O:52][CH2:51][CH2:50][N:49]1[C:18]([C:17]1[C:13]2[CH2:12][O:11][C:6]3[CH:7]=[C:8]([O:9][CH3:10])[C:3]([C:1]#[N:2])=[CH:4][C:5]=3[C:14]=2[N:15]([C:21]2[CH:25]=[CH:24][S:23][CH:22]=2)[N:16]=1)=[O:19]. (7) The product is: [NH2:1][C:2]1[O:6][N:5]=[C:4]([C:7]2[CH:12]=[CH:11][CH:10]=[CH:9][C:8]=2[Cl:13])[C:3]=1[C:14]([N:40]1[CH2:39][CH2:38][N:37]([C:33]2[CH:34]=[CH:35][CH:36]=[C:31]([C:30]([F:43])([F:44])[F:29])[CH:32]=2)[CH2:42][CH2:41]1)=[O:16]. Given the reactants [NH2:1][C:2]1[O:6][N:5]=[C:4]([C:7]2[CH:12]=[CH:11][CH:10]=[CH:9][C:8]=2[Cl:13])[C:3]=1[C:14]([OH:16])=O.Cl.C(N=C=NCCCN(C)C)C.[F:29][C:30]([F:44])([F:43])[C:31]1[CH:32]=[C:33]([N:37]2[CH2:42][CH2:41][NH:40][CH2:39][CH2:38]2)[CH:34]=[CH:35][CH:36]=1, predict the reaction product.